Dataset: Full USPTO retrosynthesis dataset with 1.9M reactions from patents (1976-2016). Task: Predict the reactants needed to synthesize the given product. (1) The reactants are: [CH3:1][C:2]1[S:6][C:5]([C:7]2[CH:12]=[CH:11][N:10]=[CH:9][CH:8]=2)=[N:4][C:3]=1[OH:13].[H-].[Na+].C1C=CC(N([S:23]([C:26]([F:29])([F:28])[F:27])(=[O:25])=[O:24])[S:23]([C:26]([F:29])([F:28])[F:27])(=[O:25])=[O:24])=CC=1.O. Given the product [CH3:1][C:2]1[S:6][C:5]([C:7]2[CH:12]=[CH:11][N:10]=[CH:9][CH:8]=2)=[N:4][C:3]=1[O:13][S:23]([C:26]([F:29])([F:28])[F:27])(=[O:25])=[O:24], predict the reactants needed to synthesize it. (2) Given the product [CH3:1][O:2][C:3]1[CH:4]=[C:5]2[C:10](=[CH:11][CH:12]=1)[CH:9]=[C:8]([CH2:13][NH2:14])[CH:7]=[CH:6]2, predict the reactants needed to synthesize it. The reactants are: [CH3:1][O:2][C:3]1[CH:4]=[C:5]2[C:10](=[CH:11][CH:12]=1)[CH:9]=[C:8]([C:13]#[N:14])[CH:7]=[CH:6]2. (3) Given the product [CH2:1]([O:8][C:9]([C:11]1[CH:12]=[C:13]2[C:17](=[CH:18][CH:19]=1)[C:16](=[O:20])[N:15]([C:21]1[CH:26]=[CH:25][CH:24]=[C:23]([C:27]3[O:28][C:29]4[CH:35]=[C:34]([C:36]([Cl:43])=[O:37])[CH:33]=[CH:32][C:30]=4[N:31]=3)[CH:22]=1)[C:14]2=[O:39])=[O:10])[C:2]1[CH:7]=[CH:6][CH:5]=[CH:4][CH:3]=1, predict the reactants needed to synthesize it. The reactants are: [CH2:1]([O:8][C:9]([C:11]1[CH:12]=[C:13]2[C:17](=[CH:18][CH:19]=1)[C:16](=[O:20])[N:15]([C:21]1[CH:22]=[C:23]([C:27]3[O:28][C:29]4[CH:35]=[C:34]([C:36](O)=[O:37])[CH:33]=[CH:32][C:30]=4[N:31]=3)[CH:24]=[CH:25][CH:26]=1)[C:14]2=[O:39])=[O:10])[C:2]1[CH:7]=[CH:6][CH:5]=[CH:4][CH:3]=1.C(Cl)(=O)C([Cl:43])=O. (4) Given the product [OH:15][CH2:16][CH2:17][NH:13][S:10]([N:1]1[C:9]2[C:4](=[CH:5][CH:6]=[CH:7][CH:8]=2)[CH2:3][CH2:2]1)(=[O:12])=[O:11], predict the reactants needed to synthesize it. The reactants are: [N:1]1([S:10]([N:13]2[CH2:17][CH2:16][O:15]C2=O)(=[O:12])=[O:11])[C:9]2[C:4](=[CH:5][CH:6]=[CH:7][CH:8]=2)[CH2:3][CH2:2]1. (5) Given the product [NH2:1][C:2]1[CH:6]=[C:5]([C:7]2[CH:12]=[CH:11][C:10]([F:13])=[C:9]([F:14])[CH:8]=2)[S:4][C:3]=1[C:15]([OH:17])=[O:16], predict the reactants needed to synthesize it. The reactants are: [NH2:1][C:2]1[CH:6]=[C:5]([C:7]2[CH:12]=[CH:11][C:10]([F:13])=[C:9]([F:14])[CH:8]=2)[S:4][C:3]=1[C:15]([O:17]C)=[O:16].[OH-].[Li+].Cl. (6) Given the product [CH3:1][O:2][C:3]1[CH:4]=[CH:5][C:6]([NH:9][C:10](=[O:15])[CH2:11][C:12]([NH:24][C:25]([CH3:41])([CH2:31][C:32](=[O:40])[C:33]2[CH:38]=[CH:37][C:36]([CH3:39])=[CH:35][CH:34]=2)[C:26]([O:28][CH2:29][CH3:30])=[O:27])=[O:14])=[CH:7][CH:8]=1, predict the reactants needed to synthesize it. The reactants are: [CH3:1][O:2][C:3]1[CH:8]=[CH:7][C:6]([NH:9][C:10](=[O:15])[CH2:11][C:12]([OH:14])=O)=[CH:5][CH:4]=1.ClC(N(C)C)=C(C)C.[NH2:24][C:25]([CH3:41])([CH2:31][C:32](=[O:40])[C:33]1[CH:38]=[CH:37][C:36]([CH3:39])=[CH:35][CH:34]=1)[C:26]([O:28][CH2:29][CH3:30])=[O:27].N1C=CC=CC=1. (7) Given the product [Cl:1][C:2]1[CH:7]=[CH:6][C:5]([O:8][S:18]([CH3:17])(=[O:20])=[O:19])=[CH:4][C:3]=1[CH3:9], predict the reactants needed to synthesize it. The reactants are: [Cl:1][C:2]1[CH:7]=[CH:6][C:5]([OH:8])=[CH:4][C:3]=1[CH3:9].C(N(CC)CC)C.[CH3:17][S:18](Cl)(=[O:20])=[O:19].CCOC(C)=O.